Task: Predict the product of the given reaction.. Dataset: Forward reaction prediction with 1.9M reactions from USPTO patents (1976-2016) (1) Given the reactants FC(F)(F)S(OS(C(F)(F)F)(=O)=O)(=O)=O.C1(P(=O)(C2C=CC=CC=2)C2C=CC=CC=2)C=CC=CC=1.[C:36]([NH:39][NH:40][C:41]([C@@H:43]1[O:61][CH2:60][C@:46]2([C:62]3[CH:67]=[CH:66][C:65]([F:68])=[CH:64][C:63]=3[F:69])[N:47]=[C:48]([NH:51][C:52](=[O:59])[C:53]3[CH:58]=[CH:57][CH:56]=[CH:55][CH:54]=3)[S:49][CH2:50][C@@H:45]2[CH2:44]1)=O)(=[O:38])[CH3:37], predict the reaction product. The product is: [F:69][C:63]1[CH:64]=[C:65]([F:68])[CH:66]=[CH:67][C:62]=1[C@:46]12[CH2:60][O:61][C@@H:43]([C:41]3[O:38][C:36]([CH3:37])=[N:39][N:40]=3)[CH2:44][C@H:45]1[CH2:50][S:49][C:48]([NH:51][C:52](=[O:59])[C:53]1[CH:58]=[CH:57][CH:56]=[CH:55][CH:54]=1)=[N:47]2. (2) Given the reactants S([N:11]1[C:15]2=[N:16][CH:17]=[C:18]([CH2:20][NH:21][C:22](=[O:28])[O:23][C:24]([CH3:27])([CH3:26])[CH3:25])[N:19]=[C:14]2[CH:13]=[CH:12]1)(C1C=CC(C)=CC=1)(=O)=O.[OH-].[Na+], predict the reaction product. The product is: [N:19]1[C:18]([CH2:20][NH:21][C:22](=[O:28])[O:23][C:24]([CH3:27])([CH3:26])[CH3:25])=[CH:17][N:16]=[C:15]2[NH:11][CH:12]=[CH:13][C:14]=12. (3) Given the reactants Cl.[CH3:2][CH:3]1[CH2:7][NH:6][CH2:5][CH:4]1[C:8]1[NH:13][C:12](=[O:14])[C:11]2=[CH:15][N:16]=[C:17]([CH:18]3[CH2:23][CH2:22][O:21][CH2:20][CH2:19]3)[N:10]2[N:9]=1.[F:24][C:25]1[CH:32]=[CH:31][C:28]([CH:29]=O)=[CH:27][CH:26]=1.[BH3-]C#N.[Na+], predict the reaction product. The product is: [F:24][C:25]1[CH:32]=[CH:31][C:28]([CH2:29][N:6]2[CH2:7][CH:3]([CH3:2])[CH:4]([C:8]3[NH:13][C:12](=[O:14])[C:11]4=[CH:15][N:16]=[C:17]([CH:18]5[CH2:23][CH2:22][O:21][CH2:20][CH2:19]5)[N:10]4[N:9]=3)[CH2:5]2)=[CH:27][CH:26]=1. (4) Given the reactants [O:1]=[C:2]([C@@H:8]([C:10]1[CH:15]=[CH:14][C:13]([NH:16][C:17]2[S:18][CH:19]=[C:20]([C:22]([F:25])([F:24])[F:23])[N:21]=2)=[CH:12][CH:11]=1)[CH3:9])[CH2:3][C:4]([O:6]C)=[O:5], predict the reaction product. The product is: [O:1]=[C:2]([C@@H:8]([C:10]1[CH:11]=[CH:12][C:13]([NH:16][C:17]2[S:18][CH:19]=[C:20]([C:22]([F:25])([F:24])[F:23])[N:21]=2)=[CH:14][CH:15]=1)[CH3:9])[CH2:3][C:4]([OH:6])=[O:5]. (5) Given the reactants [C:1]12([C:11]3[CH:27]=[CH:26][C:14]([O:15][CH2:16][C:17]([N:19]4[CH2:24][CH2:23][N:22]([CH3:25])[CH2:21][CH2:20]4)=[O:18])=[CH:13][CH:12]=3)[CH2:10][CH:5]3[CH2:6][CH:7]([CH2:9][CH:3]([CH2:4]3)[CH2:2]1)[CH2:8]2.[F:28][C:29]([F:34])([F:33])[C:30]([OH:32])=[O:31], predict the reaction product. The product is: [F:28][C:29]([F:34])([F:33])[C:30]([O-:32])=[O:31].[C:1]12([C:11]3[CH:27]=[CH:26][C:14]([O:15][CH2:16][C:17]([N:19]4[CH2:24][CH2:23][NH+:22]([CH3:25])[CH2:21][CH2:20]4)=[O:18])=[CH:13][CH:12]=3)[CH2:10][CH:5]3[CH2:6][CH:7]([CH2:9][CH:3]([CH2:4]3)[CH2:2]1)[CH2:8]2. (6) Given the reactants [CH2:1]([O:4][C:5]1([CH3:45])[CH2:10][CH2:9][N:8]([C:11]2[N:16]3[N:17]=[C:18]([C:20]4[S:21][C:22]([CH2:25][C:26]5[CH:31]=[CH:30][CH:29]=[CH:28][C:27]=5[OH:32])=[CH:23][N:24]=4)[CH:19]=[C:15]3[N:14]=[C:13]([CH3:33])[C:12]=2[C@H:34]([O:40][C:41]([CH3:44])([CH3:43])[CH3:42])[C:35]([O:37][CH2:38][CH3:39])=[O:36])[CH2:7][CH2:6]1)[CH:2]=[CH2:3].C([O-])([O-])=O.[K+].[K+].Br[CH2:53][CH:54]=[CH2:55].O, predict the reaction product. The product is: [CH2:1]([O:4][C:5]1([CH3:45])[CH2:10][CH2:9][N:8]([C:11]2[N:16]3[N:17]=[C:18]([C:20]4[S:21][C:22]([CH2:25][C:26]5[CH:31]=[CH:30][CH:29]=[CH:28][C:27]=5[O:32][CH2:55][CH:54]=[CH2:53])=[CH:23][N:24]=4)[CH:19]=[C:15]3[N:14]=[C:13]([CH3:33])[C:12]=2[C@H:34]([O:40][C:41]([CH3:44])([CH3:43])[CH3:42])[C:35]([O:37][CH2:38][CH3:39])=[O:36])[CH2:7][CH2:6]1)[CH:2]=[CH2:3]. (7) Given the reactants C[O:2][C:3](=[O:35])[C@@H:4]([N:9]1[C:18](=[O:19])[C:17]2[C:12](=[CH:13][C:14]([O:20][CH3:21])=[CH:15][CH:16]=2)[N:11]([CH2:22][C:23]2[C:31]3[C:26](=[CH:27][CH:28]=[CH:29][C:30]=3[CH3:32])[N:25]([CH3:33])[CH:24]=2)[C:10]1=[O:34])[CH2:5][CH2:6][CH2:7][CH3:8], predict the reaction product. The product is: [CH3:33][N:25]1[C:26]2[C:31](=[C:30]([CH3:32])[CH:29]=[CH:28][CH:27]=2)[C:23]([CH2:22][N:11]2[C:12]3[C:17](=[CH:16][CH:15]=[C:14]([O:20][CH3:21])[CH:13]=3)[C:18](=[O:19])[N:9]([C@@H:4]([CH2:5][CH2:6][CH2:7][CH3:8])[C:3]([OH:35])=[O:2])[C:10]2=[O:34])=[CH:24]1. (8) Given the reactants [CH3:1][C:2]1[CH:6]=[C:5]([C:7]2[CH:12]=[CH:11][C:10]([F:13])=[CH:9][CH:8]=2)[O:4][N:3]=1.[H][H], predict the reaction product. The product is: [NH2:3][C:2]([CH3:1])=[CH:6][C:5]([C:7]1[CH:8]=[CH:9][C:10]([F:13])=[CH:11][CH:12]=1)=[O:4]. (9) Given the reactants [CH3:1][O:2][C:3]1[CH:8]=[CH:7][CH:6]=[CH:5][C:4]=1[C:9]1[C:17]2[C:12](=[N:13][CH:14]=[C:15]([C:18]3[CH:19]=[C:20]([CH:24]([OH:27])[CH2:25][OH:26])[CH:21]=[CH:22][CH:23]=3)[CH:16]=2)[N:11](COCC[Si](C)(C)C)[N:10]=1.FC(F)(F)C(O)=O, predict the reaction product. The product is: [CH3:1][O:2][C:3]1[CH:8]=[CH:7][CH:6]=[CH:5][C:4]=1[C:9]1[C:17]2[C:12](=[N:13][CH:14]=[C:15]([C:18]3[CH:19]=[C:20]([CH:24]([OH:27])[CH2:25][OH:26])[CH:21]=[CH:22][CH:23]=3)[CH:16]=2)[NH:11][N:10]=1.